The task is: Predict the reactants needed to synthesize the given product.. This data is from Full USPTO retrosynthesis dataset with 1.9M reactions from patents (1976-2016). (1) The reactants are: [F:1][C:2]1[CH:7]=[C:6](B2OC(C)(C)C(C)(C)O2)[CH:5]=[CH:4][C:3]=1[C:17]1[N:18]=[CH:19][C:20]([NH2:23])=[N:21][CH:22]=1.Br[C:25]1[CH:30]=[CH:29][CH:28]=[CH:27][C:26]=1[NH:31][S:32]([N:35]1[CH2:39][CH2:38][CH2:37][CH2:36]1)(=[O:34])=[O:33]. Given the product [NH2:23][C:20]1[N:21]=[CH:22][C:17]([C:3]2[CH:4]=[CH:5][C:6]([C:25]3[CH:30]=[CH:29][CH:28]=[CH:27][C:26]=3[NH:31][S:32]([N:35]3[CH2:39][CH2:38][CH2:37][CH2:36]3)(=[O:34])=[O:33])=[CH:7][C:2]=2[F:1])=[N:18][CH:19]=1, predict the reactants needed to synthesize it. (2) Given the product [F:40][C:39]([F:42])([F:41])[C:37]([OH:43])=[O:38].[NH:8]1[CH2:11][CH:10]([NH:12][C:13]2[CH:14]=[C:15]3[C:24](=[CH:25][C:26]=2[O:27][CH2:28][C:29]2[CH:34]=[CH:33][CH:32]=[CH:31][CH:30]=2)[O:23][CH2:22][C:21]2[N:16]3[CH:17]([CH3:36])[C:18](=[O:35])[NH:19][N:20]=2)[CH2:9]1, predict the reactants needed to synthesize it. The reactants are: C(OC([N:8]1[CH2:11][CH:10]([NH:12][C:13]2[CH:14]=[C:15]3[C:24](=[CH:25][C:26]=2[O:27][CH2:28][C:29]2[CH:34]=[CH:33][CH:32]=[CH:31][CH:30]=2)[O:23][CH2:22][C:21]2[N:16]3[CH:17]([CH3:36])[C:18](=[O:35])[NH:19][N:20]=2)[CH2:9]1)=O)(C)(C)C.[C:37]([OH:43])([C:39]([F:42])([F:41])[F:40])=[O:38]. (3) Given the product [Cl:2][C:3]1[CH:8]=[CH:7][N:6]=[C:5]([C:9]([NH:13][CH3:12])=[O:10])[CH:4]=1, predict the reactants needed to synthesize it. The reactants are: Cl.[Cl:2][C:3]1[CH:8]=[CH:7][N:6]=[C:5]([C:9](Cl)=[O:10])[CH:4]=1.[CH3:12][NH2:13].